Dataset: Forward reaction prediction with 1.9M reactions from USPTO patents (1976-2016). Task: Predict the product of the given reaction. (1) The product is: [F:31][C:28]([F:29])([F:30])[C:27]([N:16]1[CH2:17][CH2:18][C:19]2[C:24](=[CH:23][CH:22]=[C:21]([O:25][CH3:26])[CH:20]=2)[CH:15]1[C:12]1[CH:11]=[CH:10][C:9]([OH:8])=[CH:14][CH:13]=1)=[O:32]. Given the reactants C([O:8][C:9]1[CH:14]=[CH:13][C:12]([CH:15]2[C:24]3[C:19](=[CH:20][C:21]([O:25][CH3:26])=[CH:22][CH:23]=3)[CH2:18][CH2:17][N:16]2[C:27](=[O:32])[C:28]([F:31])([F:30])[F:29])=[CH:11][CH:10]=1)C1C=CC=CC=1, predict the reaction product. (2) Given the reactants [OH-].[K+].[C:3](=[N:6][NH:7][C:8]([O:10][C:11]([CH3:14])([CH3:13])[CH3:12])=[O:9])([CH3:5])[CH3:4].Br[CH2:16][C:17]1[CH:22]=[CH:21][CH:20]=[CH:19][C:18]=1[F:23], predict the reaction product. The product is: [F:23][C:18]1[CH:19]=[CH:20][CH:21]=[CH:22][C:17]=1[CH2:16][N:7]([C:8]([O:10][C:11]([CH3:14])([CH3:13])[CH3:12])=[O:9])[N:6]=[C:3]([CH3:5])[CH3:4]. (3) The product is: [NH2:1][C:2]1[C:11]([CH2:20][CH3:21])=[CH:10][C:5]([C:6]([O:8][CH3:9])=[O:7])=[C:4]([Cl:12])[C:3]=1[C:13]#[C:14][Si:15]([CH3:16])([CH3:18])[CH3:17]. Given the reactants [NH2:1][C:2]1[CH:11]=[CH:10][C:5]([C:6]([O:8][CH3:9])=[O:7])=[C:4]([Cl:12])[C:3]=1[C:13]#[C:14][Si:15]([CH3:18])([CH3:17])[CH3:16].N[C:20]1C(CC)=CC(C(OC)=O)=C(Cl)[C:21]=1I.NC1C=CC(C(OC)=O)=C(Cl)C=1I.NC1C(I)=CC(C(OC)=O)=C(Cl)C=1, predict the reaction product. (4) Given the reactants [CH3:1][N:2]([CH3:11])[S:3]([N:6]1[CH:10]=[CH:9][N:8]=[CH:7]1)(=[O:5])=[O:4].[Li]CCCC.[Si:17](Cl)([C:20]([CH3:23])([CH3:22])[CH3:21])([CH3:19])[CH3:18], predict the reaction product. The product is: [CH3:1][N:2]([CH3:11])[S:3]([N:6]1[CH:10]=[CH:9][N:8]=[C:7]1[Si:17]([C:20]([CH3:23])([CH3:22])[CH3:21])([CH3:19])[CH3:18])(=[O:4])=[O:5].